This data is from Full USPTO retrosynthesis dataset with 1.9M reactions from patents (1976-2016). The task is: Predict the reactants needed to synthesize the given product. Given the product [CH3:27][O:28][C:2]1[CH:25]=[N:24][C:5]2=[N:6][C:7]([C:17]3[CH:22]=[CH:21][C:20]([CH3:23])=[CH:19][CH:18]=3)=[C:8]([C:10]3[CH:15]=[CH:14][C:13]([CH3:16])=[CH:12][CH:11]=3)[N:9]=[C:4]2[CH:3]=1, predict the reactants needed to synthesize it. The reactants are: Cl[C:2]1[CH:25]=[N:24][C:5]2=[N:6][C:7]([C:17]3[CH:22]=[CH:21][C:20]([CH3:23])=[CH:19][CH:18]=3)=[C:8]([C:10]3[CH:15]=[CH:14][C:13]([CH3:16])=[CH:12][CH:11]=3)[N:9]=[C:4]2[CH:3]=1.[Na].[CH3:27][OH:28].